Dataset: Catalyst prediction with 721,799 reactions and 888 catalyst types from USPTO. Task: Predict which catalyst facilitates the given reaction. (1) The catalyst class is: 632. Reactant: [C:1]([C:3]1[C:8]([S:9](=[O:22])(=[O:21])[NH:10][C:11]2[CH:12]=[CH:13][C:14]3[CH2:18][O:17][B:16]([OH:19])[C:15]=3[CH:20]=2)=[CH:7][N:6]=[C:5]([NH:23]C(=O)C)[CH:4]=1)#[N:2]. Product: [NH2:23][C:5]1[N:6]=[CH:7][C:8]([S:9]([NH:10][C:11]2[CH:12]=[CH:13][C:14]3[CH2:18][O:17][B:16]([OH:19])[C:15]=3[CH:20]=2)(=[O:22])=[O:21])=[C:3]([C:1]#[N:2])[CH:4]=1. (2) Reactant: [CH3:1][C:2]1[NH:3][CH:4]=[C:5]([C:7]([OH:9])=O)[N:6]=1.C[CH2:11][N:12]=C=NCCCN(C)C.C1C=CC2N(O)N=NC=2C=1.CCN(C(C)C)C(C)C.CN. Product: [CH3:11][NH:12][C:7]([C:5]1[N:6]=[C:2]([CH3:1])[NH:3][CH:4]=1)=[O:9]. The catalyst class is: 3.